Dataset: Full USPTO retrosynthesis dataset with 1.9M reactions from patents (1976-2016). Task: Predict the reactants needed to synthesize the given product. (1) Given the product [CH2:28]([O:15][C:13]([CH:12]1[CH2:10][CH:11]([C:19]2[CH:22]=[CH:23][C:24]([CH3:26])=[CH:25][C:18]=2[CH3:17])[C:3]2[C:4](=[CH:6][C:7]([Cl:9])=[CH:8][C:2]=2[Cl:1])[NH:5]1)=[O:14])[CH3:29], predict the reactants needed to synthesize it. The reactants are: [Cl:1][C:2]1[CH:3]=[C:4]([CH:6]=[C:7]([Cl:9])[CH:8]=1)[NH2:5].[CH2:10]([C:12](=O)[C:13]([O-:15])=[O:14])[CH3:11].[CH3:17][C:18]1[CH:25]=[C:24]([CH3:26])[CH:23]=[CH:22][C:19]=1C=C.F[C:28](F)(F)[C:29](O)=O. (2) The reactants are: Br[C:2]1[CH:3]=[CH:4][C:5]([C:8]([NH:27][C:28]([NH:30][CH:31]2[CH2:35][CH2:34][CH2:33][CH2:32]2)=[O:29])([C:16]2[CH:21]=[C:20]([C:22]([F:25])([F:24])[F:23])[CH:19]=[C:18]([F:26])[CH:17]=2)[CH2:9][C:10]2[CH:15]=[CH:14][CH:13]=[CH:12][CH:11]=2)=[N:6][CH:7]=1.[NH:36]1CCOCC1.C[C:43]1(C)[C:69]2[C:64](=[C:65](P(C3C=CC=CC=3)C3C=CC=CC=3)[CH:66]=[CH:67][CH:68]=2)O[C:45]2[C:46](P(C3C=CC=CC=3)C3C=CC=CC=3)=[CH:47][CH:48]=[CH:49][C:44]1=2. Given the product [CH:31]1([NH:30][C:28]([NH:27][C:8]([C:5]2[CH:4]=[CH:3][C:2]([N:36]=[C:43]([C:69]3[CH:64]=[CH:65][CH:66]=[CH:67][CH:68]=3)[C:44]3[CH:49]=[CH:48][CH:47]=[CH:46][CH:45]=3)=[CH:7][N:6]=2)([C:16]2[CH:21]=[C:20]([C:22]([F:23])([F:25])[F:24])[CH:19]=[C:18]([F:26])[CH:17]=2)[CH2:9][C:10]2[CH:11]=[CH:12][CH:13]=[CH:14][CH:15]=2)=[O:29])[CH2:32][CH2:33][CH2:34][CH2:35]1, predict the reactants needed to synthesize it. (3) Given the product [Br:1][C:2]1[CH:3]=[C:4]([CH2:8][C:9]([NH:13][CH3:12])=[O:11])[CH:5]=[N:6][CH:7]=1, predict the reactants needed to synthesize it. The reactants are: [Br:1][C:2]1[CH:3]=[C:4]([CH2:8][C:9]([OH:11])=O)[CH:5]=[N:6][CH:7]=1.[CH3:12][NH2:13].CCO. (4) Given the product [F:14][C:15]1[CH:22]=[CH:21][C:18]([CH2:19][O:13][C:6]2[CH:7]=[CH:8][C:9]([N+:10]([O-:12])=[O:11])=[C:4]([N+:1]([O-:3])=[O:2])[CH:5]=2)=[CH:17][CH:16]=1, predict the reactants needed to synthesize it. The reactants are: [N+:1]([C:4]1[CH:5]=[C:6]([OH:13])[CH:7]=[CH:8][C:9]=1[N+:10]([O-:12])=[O:11])([O-:3])=[O:2].[F:14][C:15]1[CH:22]=[CH:21][C:18]([CH2:19]Cl)=[CH:17][CH:16]=1.C(=O)([O-])[O-].[K+].[K+]. (5) Given the product [CH2:1]([O:8][C@H:9]1[C:13]([CH2:14][O:15][S:35]([CH3:34])(=[O:37])=[O:36])([CH2:16][O:17][S:35]([CH3:34])(=[O:37])=[O:36])[O:12][C@@H:11]([N:18]2[CH:26]=[C:24]([CH3:25])[C:22](=[O:23])[NH:21][C:19]2=[O:20])[C@@H:10]1[O:27][S:35]([CH3:34])(=[O:37])=[O:36])[C:2]1[CH:3]=[CH:4][CH:5]=[CH:6][CH:7]=1, predict the reactants needed to synthesize it. The reactants are: [CH2:1]([O:8][C@H:9]1[C:13]([CH2:16][OH:17])([CH2:14][OH:15])[O:12][C@@H:11]([N:18]2[CH:26]=[C:24]([CH3:25])[C:22](=[O:23])[NH:21][C:19]2=[O:20])[C@@H:10]1[OH:27])[C:2]1[CH:7]=[CH:6][CH:5]=[CH:4][CH:3]=1.N1C=CC=CC=1.[CH3:34][S:35](Cl)(=[O:37])=[O:36]. (6) Given the product [Br:1][C:2]1[CH:7]=[C:6]([F:8])[C:5]([F:9])=[CH:4][C:3]=1[S:14]([CH3:18])(=[O:16])=[O:13], predict the reactants needed to synthesize it. The reactants are: [Br:1][C:2]1[CH:7]=[C:6]([F:8])[C:5]([F:9])=[CH:4][C:3]=1SC.O[O:13][S:14]([O-:16])=O.[K+].[CH3:18]C(O)C. (7) Given the product [F:4][C:3]([F:6])([F:5])[C:2]([C:7]([F:9])([F:8])[I:15])=[CH2:1], predict the reactants needed to synthesize it. The reactants are: [CH2:1]=[C:2]([C:7](OS(F)(=O)=O)([F:9])[F:8])[C:3]([F:6])([F:5])[F:4].[I-:15].[Na+].COCCOCCOC. (8) The reactants are: [CH3:1][O:2][C:3](=[O:37])[CH:4]([O:32][C:33]([CH3:36])([CH3:35])[CH3:34])[C:5]1[C:10]([CH3:11])=[CH:9][CH:8]=[C:7](OS(C(F)(F)F)(=O)=O)[C:6]=1[C:20]1[C:21]([CH3:31])=[C:22]2[C:27](=[C:28]([F:30])[CH:29]=1)[O:26][CH2:25][CH2:24][CH2:23]2.[CH:38]1([B-](F)(F)F)[CH2:40][CH2:39]1.[K+].O.[O-]P([O-])([O-])=O.[K+].[K+].[K+].C1(P(C2CCCCC2)C2C=CC=CC=2C2C(OC(C)C)=CC=CC=2OC(C)C)CCCCC1. Given the product [CH3:1][O:2][C:3](=[O:37])[CH:4]([O:32][C:33]([CH3:34])([CH3:35])[CH3:36])[C:5]1[C:10]([CH3:11])=[CH:9][CH:8]=[C:7]([CH:38]2[CH2:40][CH2:39]2)[C:6]=1[C:20]1[C:21]([CH3:31])=[C:22]2[C:27](=[C:28]([F:30])[CH:29]=1)[O:26][CH2:25][CH2:24][CH2:23]2, predict the reactants needed to synthesize it. (9) Given the product [CH3:13][O:12][C:10](=[O:11])[CH2:9][C:4]1[CH:5]=[CH:6][CH:7]=[CH:8][C:3]=1[C:1]#[C:2][C:26]1[C:27]([C:28]([F:30])([F:29])[F:31])=[CH:22][N:23]=[C:24]([NH:32][C:33]2[CH:34]=[CH:35][C:36]([C:37]([N:39]3[CH2:40][CH2:41][N:42]([C:45]([O:47][C:48]([CH3:49])([CH3:50])[CH3:51])=[O:46])[CH2:43][CH2:44]3)=[O:38])=[CH:52][CH:53]=2)[N:25]=1, predict the reactants needed to synthesize it. The reactants are: [C:1]([C:3]1[CH:8]=[CH:7][CH:6]=[CH:5][C:4]=1[CH2:9][C:10]([O:12][CH3:13])=[O:11])#[CH:2].CCN(CC)CC.Cl[C:22]1[C:27]([C:28]([F:31])([F:30])[F:29])=[CH:26][N:25]=[C:24]([NH:32][C:33]2[CH:53]=[CH:52][C:36]([C:37]([N:39]3[CH2:44][CH2:43][N:42]([C:45]([O:47][C:48]([CH3:51])([CH3:50])[CH3:49])=[O:46])[CH2:41][CH2:40]3)=[O:38])=[CH:35][CH:34]=2)[N:23]=1.C1C=CC(P(C2C=CC=CC=2)C2C=CC=CC=2)=CC=1.